From a dataset of Catalyst prediction with 721,799 reactions and 888 catalyst types from USPTO. Predict which catalyst facilitates the given reaction. Reactant: [CH2:1]([O:8][C:9]1[CH:10]=[C:11]2[C:16](=[CH:17][CH:18]=1)[CH2:15][CH:14]([CH:19]([O:25][Si:26]([C:29]([CH3:32])([CH3:31])[CH3:30])([CH3:28])[CH3:27])[C:20]1[O:21][CH:22]=[CH:23][N:24]=1)[CH2:13][CH2:12]2)[C:2]1[CH:7]=[CH:6][CH:5]=[CH:4][CH:3]=1.[Li]CCCC.[Sn:38](Cl)([CH2:47][CH2:48][CH2:49][CH3:50])([CH2:43][CH2:44][CH2:45][CH3:46])[CH2:39][CH2:40][CH2:41][CH3:42]. Product: [CH2:1]([O:8][C:9]1[CH:10]=[C:11]2[C:16](=[CH:17][CH:18]=1)[CH2:15][CH:14]([CH:19]([O:25][Si:26]([C:29]([CH3:32])([CH3:31])[CH3:30])([CH3:27])[CH3:28])[C:20]1[O:21][C:22]([Sn:38]([CH2:43][CH2:44][CH2:45][CH3:46])([CH2:47][CH2:48][CH2:49][CH3:50])[CH2:39][CH2:40][CH2:41][CH3:42])=[CH:23][N:24]=1)[CH2:13][CH2:12]2)[C:2]1[CH:7]=[CH:6][CH:5]=[CH:4][CH:3]=1. The catalyst class is: 49.